From a dataset of Reaction yield outcomes from USPTO patents with 853,638 reactions. Predict the reaction yield, written as a fraction of the theoretical maximum amount of product (1.0 means a 100% yield; for example, 0.34 means a 34% yield). The reactants are [CH3:1][N:2]([CH2:13][C:14]1[N:18]([CH2:19][C@@H:20]2[CH2:25][CH2:24][CH2:23][N:22](C(OC(C)(C)C)=O)[CH2:21]2)[C:17]2[CH:33]=[CH:34][CH:35]=[CH:36][C:16]=2[N:15]=1)[C@@H:3]1[C:12]2[N:11]=[CH:10][CH:9]=[CH:8][C:7]=2[CH2:6][CH2:5][CH2:4]1.CN(CC1N(C[C@H]2CCCNC2)C2C=CC=CC=2N=1)[C@@H]1C2N=CC=CC=2CCC1. No catalyst specified. The product is [CH3:1][N:2]([CH2:13][C:14]1[N:18]([CH2:19][C@@H:20]2[CH2:25][CH2:24][CH2:23][NH:22][CH2:21]2)[C:17]2[CH:33]=[CH:34][CH:35]=[CH:36][C:16]=2[N:15]=1)[C@@H:3]1[C:12]2[N:11]=[CH:10][CH:9]=[CH:8][C:7]=2[CH2:6][CH2:5][CH2:4]1. The yield is 1.00.